From a dataset of Merck oncology drug combination screen with 23,052 pairs across 39 cell lines. Regression. Given two drug SMILES strings and cell line genomic features, predict the synergy score measuring deviation from expected non-interaction effect. Drug 1: CS(=O)(=O)CCNCc1ccc(-c2ccc3ncnc(Nc4ccc(OCc5cccc(F)c5)c(Cl)c4)c3c2)o1. Drug 2: Cn1c(=O)n(-c2ccc(C(C)(C)C#N)cc2)c2c3cc(-c4cnc5ccccc5c4)ccc3ncc21. Cell line: T47D. Synergy scores: synergy=158.